Dataset: Reaction yield outcomes from USPTO patents with 853,638 reactions. Task: Predict the reaction yield, written as a fraction of the theoretical maximum amount of product (1.0 means a 100% yield; for example, 0.34 means a 34% yield). (1) The reactants are [C:1]([O:5][C:6]([NH:8][C:9]1[CH:14]=[CH:13][CH:12]=[CH:11][C:10]=1[NH2:15])=[O:7])([CH3:4])([CH3:3])[CH3:2].[C:16]([O:20][C:21]([N:23]1[CH2:28][CH2:27][CH:26]([C:29]2[CH:37]=[CH:36][C:32]([C:33](O)=[O:34])=[CH:31][CH:30]=2)[CH2:25][CH2:24]1)=[O:22])([CH3:19])([CH3:18])[CH3:17]. The catalyst is CN(C=O)C. The product is [C:1]([O:5][C:6]([NH:8][C:9]1[CH:14]=[CH:13][CH:12]=[CH:11][C:10]=1[NH:15][C:33](=[O:34])[C:32]1[CH:36]=[CH:37][C:29]([CH:26]2[CH2:27][CH2:28][N:23]([C:21]([O:20][C:16]([CH3:18])([CH3:17])[CH3:19])=[O:22])[CH2:24][CH2:25]2)=[CH:30][CH:31]=1)=[O:7])([CH3:4])([CH3:2])[CH3:3]. The yield is 0.820. (2) The reactants are [CH:1]1([CH2:5][NH:6][CH:7]2[CH2:16][C:15]3[C:10](=[CH:11][CH:12]=[CH:13][C:14]=3[O:17][CH3:18])[O:9][CH2:8]2)[CH2:4][CH2:3][CH2:2]1.[F:19][C:20]1[CH:21]=[C:22]2[C:26](=[CH:27][CH:28]=1)[NH:25][CH:24]=[C:23]2[CH2:29][CH2:30][CH:31]=O.C(O)(=O)C.C([BH3-])#N.[Na+]. The catalyst is CO.CCCCCC.CCOC(C)=O. The product is [CH:1]1([CH2:5][N:6]([CH2:31][CH2:30][CH2:29][C:23]2[C:22]3[C:26](=[CH:27][CH:28]=[C:20]([F:19])[CH:21]=3)[NH:25][CH:24]=2)[CH:7]2[CH2:16][C:15]3[C:10](=[CH:11][CH:12]=[CH:13][C:14]=3[O:17][CH3:18])[O:9][CH2:8]2)[CH2:2][CH2:3][CH2:4]1. The yield is 0.760. (3) The reactants are [NH:1]([C:15]([O:17][C:18]([CH3:21])([CH3:20])[CH3:19])=[O:16])[C@H:2]([C:11]([O:13][CH3:14])=[O:12])[CH2:3][C:4]1[CH:9]=[CH:8][C:7]([OH:10])=[CH:6][CH:5]=1.CN1CCOCC1.[S:29](O[S:29]([C:32]([F:35])([F:34])[F:33])(=[O:31])=[O:30])([C:32]([F:35])([F:34])[F:33])(=[O:31])=[O:30]. The catalyst is ClCCl. The product is [C:18]([O:17][C:15]([NH:1][C@@H:2]([CH2:3][C:4]1[CH:5]=[CH:6][C:7]([O:10][S:29]([C:32]([F:35])([F:34])[F:33])(=[O:31])=[O:30])=[CH:8][CH:9]=1)[C:11]([O:13][CH3:14])=[O:12])=[O:16])([CH3:21])([CH3:20])[CH3:19]. The yield is 0.980. (4) The yield is 0.582. The product is [N:3]1([C:1]([N:26]2[CH2:25][CH2:24][N:23]([C:17]3[CH:18]=[C:19]([O:21][CH3:22])[CH:20]=[C:15]([O:14][CH3:13])[CH:16]=3)[CH2:28][CH2:27]2)=[O:2])[CH:7]=[CH:6][N:5]=[CH:4]1. The reactants are [C:1](N1C=CN=C1)([N:3]1[CH:7]=[CH:6][N:5]=[CH:4]1)=[O:2].[CH3:13][O:14][C:15]1[CH:16]=[C:17]([N:23]2[CH2:28][CH2:27][NH:26][CH2:25][CH2:24]2)[CH:18]=[C:19]([O:21][CH3:22])[CH:20]=1.C1CCN2C(=NCCC2)CC1.C(Cl)Cl. The catalyst is C1COCC1.CO. (5) The reactants are Br[C:2]1[N:3]=[C:4]([CH3:24])[N:5]2[C:10]3[CH:11]=[CH:12][N:13](S(C4C=CC(C)=CC=4)(=O)=O)[C:9]=3[N:8]=[CH:7][C:6]=12.[CH:25]([C:27]1[CH:32]=[CH:31][C:30](B(O)O)=[CH:29][CH:28]=1)=[O:26].CCO.C([O-])([O-])=O.[Cs+].[Cs+]. The catalyst is O1CCOCC1.O.[Pd]. The product is [CH3:24][C:4]1[N:5]2[C:10]3[CH:11]=[CH:12][NH:13][C:9]=3[N:8]=[CH:7][C:6]2=[C:2]([C:30]2[CH:31]=[CH:32][C:27]([CH:25]=[O:26])=[CH:28][CH:29]=2)[N:3]=1. The yield is 0.760. (6) The reactants are [NH2:1][C:2]1([C:6]2[CH:11]=[CH:10][C:9]([C:12]3[N:13]=[C:14]4[C:19]([C:20]5[CH:24]=[CH:23][NH:22][N:21]=5)=[CH:18][C:17]([C:25]([O:27]C)=[O:26])=[N:16][N:15]4[C:29]=3[C:30]3[CH:35]=[CH:34][CH:33]=[CH:32][CH:31]=3)=[CH:8][CH:7]=2)[CH2:5][CH2:4][CH2:3]1.[OH-].[Na+].O.Cl. The catalyst is CO. The product is [NH2:1][C:2]1([C:6]2[CH:11]=[CH:10][C:9]([C:12]3[N:13]=[C:14]4[C:19]([C:20]5[CH:24]=[CH:23][NH:22][N:21]=5)=[CH:18][C:17]([C:25]([OH:27])=[O:26])=[N:16][N:15]4[C:29]=3[C:30]3[CH:31]=[CH:32][CH:33]=[CH:34][CH:35]=3)=[CH:8][CH:7]=2)[CH2:5][CH2:4][CH2:3]1. The yield is 0.0600.